Dataset: Forward reaction prediction with 1.9M reactions from USPTO patents (1976-2016). Task: Predict the product of the given reaction. (1) The product is: [Cl:1][C:2]1[CH:3]=[C:4]2[C:9](=[CH:10][C:11]=1[F:12])[C:8]([CH3:13])([CH3:14])[C:7](=[O:15])[C:6]([C:16]([NH:30][CH2:29][C:28]([O:27][C:23]([CH3:26])([CH3:25])[CH3:24])=[O:31])=[O:17])=[C:5]2[OH:21]. Given the reactants [Cl:1][C:2]1[CH:3]=[C:4]2[C:9](=[CH:10][C:11]=1[F:12])[C:8]([CH3:14])([CH3:13])[C:7](=[O:15])[C:6]([C:16](OCC)=[O:17])=[C:5]2[OH:21].Cl.[C:23]([O:27][C:28](=[O:31])[CH2:29][NH2:30])([CH3:26])([CH3:25])[CH3:24].CCN(C(C)C)C(C)C, predict the reaction product. (2) Given the reactants [CH:1]1([C:10]([OH:12])=[O:11])[CH:9]2[CH:4]([CH2:5][CH2:6][CH2:7][CH2:8]2)[CH2:3][NH:2]1.[C:13]1([CH3:23])[CH:18]=[CH:17][C:16]([S:19](Cl)(=[O:21])=[O:20])=[CH:15][CH:14]=1.C(=O)([O-])[O-].[Na+].[Na+], predict the reaction product. The product is: [CH3:23][C:13]1[CH:18]=[CH:17][C:16]([S:19]([N:2]2[CH2:3][CH:4]3[CH:9]([CH2:8][CH2:7][CH2:6][CH2:5]3)[CH:1]2[C:10]([OH:12])=[O:11])(=[O:21])=[O:20])=[CH:15][CH:14]=1. (3) Given the reactants Br[CH:2](Br)C.[CH3:5][O:6][C:7]([C:9]1[S:10][C:11]([C:31]2[CH:36]=[CH:35][CH:34]=[CH:33][CH:32]=2)=[CH:12][C:13]=1[N:14]([C:22]([CH:24]1[CH2:29][CH2:28][CH:27]([CH3:30])[CH2:26][CH2:25]1)=[O:23])[CH:15]1[CH2:20][CH2:19][C:18](=O)[CH2:17][CH2:16]1)=[O:8].C(=O)(O)[O-].[Na+], predict the reaction product. The product is: [CH3:5][O:6][C:7]([C:9]1[S:10][C:11]([C:31]2[CH:36]=[CH:35][CH:34]=[CH:33][CH:32]=2)=[CH:12][C:13]=1[N:14]([C:22]([CH:24]1[CH2:25][CH2:26][CH:27]([CH3:30])[CH2:28][CH2:29]1)=[O:23])[CH:15]1[CH2:20][CH2:19][C:18](=[CH2:2])[CH2:17][CH2:16]1)=[O:8]. (4) The product is: [NH2:8][C:6]1[N:5]=[C:4]([NH:9][C:13]2[C:14]3[N:15]([C:20]([C:23]([NH:25][C:26]4[CH:31]=[CH:30][N:29]=[CH:28][C:27]=4[F:32])=[O:24])=[CH:21][N:22]=3)[N:16]=[C:17]([Cl:19])[CH:18]=2)[CH:3]=[C:2]([Cl:1])[CH:7]=1. Given the reactants [Cl:1][C:2]1[CH:7]=[C:6]([NH2:8])[N:5]=[C:4]([NH2:9])[CH:3]=1.[H-].[Na+].Br[C:13]1[C:14]2[N:15]([C:20]([C:23]([NH:25][C:26]3[CH:31]=[CH:30][N:29]=[CH:28][C:27]=3[F:32])=[O:24])=[CH:21][N:22]=2)[N:16]=[C:17]([Cl:19])[CH:18]=1.CN(C=O)C, predict the reaction product. (5) Given the reactants Br[C:2]1[CH:3]=[C:4]([CH:7]=[CH:8][C:9]=1[F:10])[CH:5]=[O:6].[S:11]1[CH:15]=[CH:14][CH:13]=[C:12]1B(O)O.C(=O)([O-])[O-].[Na+].[Na+].O, predict the reaction product. The product is: [F:10][C:9]1[CH:8]=[CH:7][C:4]([CH:5]=[O:6])=[CH:3][C:2]=1[C:12]1[S:11][CH:15]=[CH:14][CH:13]=1.